From a dataset of Forward reaction prediction with 1.9M reactions from USPTO patents (1976-2016). Predict the product of the given reaction. (1) Given the reactants [C:1]([O:5][C:6]([N:8]1[CH2:13][CH2:12][C:11]([F:15])([F:14])[CH:10]([N:16]=[N+]=[N-])[CH2:9]1)=[O:7])([CH3:4])([CH3:3])[CH3:2], predict the reaction product. The product is: [C:1]([O:5][C:6]([N:8]1[CH2:13][CH2:12][C:11]([F:14])([F:15])[CH:10]([NH2:16])[CH2:9]1)=[O:7])([CH3:4])([CH3:2])[CH3:3]. (2) The product is: [C:1]([O:5][C:6]([NH:8][CH2:9][CH2:10][C:11]1([OH:26])[CH2:15][CH2:14][CH2:13][CH:12]1[C:16]([OH:18])=[O:17])=[O:7])([CH3:4])([CH3:2])[CH3:3]. Given the reactants [C:1]([O:5][C:6]([NH:8][CH2:9][CH2:10][C:11]1([OH:26])[CH2:15][CH2:14][CH2:13][CH:12]1[C:16]([O:18]CC1C=CC=CC=1)=[O:17])=[O:7])([CH3:4])([CH3:3])[CH3:2], predict the reaction product. (3) Given the reactants [NH2:1][CH2:2][CH2:3][C:4]1[CH:46]=[CH:45][CH:44]=[CH:43][C:5]=1[O:6][CH2:7][CH2:8][O:9][CH:10]1[CH:15]([C:16]2[CH:21]=[CH:20][C:19]([O:22][CH2:23][CH2:24][CH2:25][O:26][CH2:27][C:28]3[CH:33]=[CH:32][CH:31]=[CH:30][C:29]=3[O:34][CH3:35])=[CH:18][CH:17]=2)[CH2:14][CH2:13][N:12]([C:36]([O:38][C:39]([CH3:42])([CH3:41])[CH3:40])=[O:37])[CH2:11]1.C(N(CC)CC)C.[CH3:54][S:55](Cl)(=[O:57])=[O:56], predict the reaction product. The product is: [CH3:54][S:55]([NH:1][CH2:2][CH2:3][C:4]1[CH:46]=[CH:45][CH:44]=[CH:43][C:5]=1[O:6][CH2:7][CH2:8][O:9][CH:10]1[CH:15]([C:16]2[CH:17]=[CH:18][C:19]([O:22][CH2:23][CH2:24][CH2:25][O:26][CH2:27][C:28]3[CH:33]=[CH:32][CH:31]=[CH:30][C:29]=3[O:34][CH3:35])=[CH:20][CH:21]=2)[CH2:14][CH2:13][N:12]([C:36]([O:38][C:39]([CH3:41])([CH3:42])[CH3:40])=[O:37])[CH2:11]1)(=[O:57])=[O:56]. (4) Given the reactants [Br:1][C:2]1[CH:10]=[CH:9][C:8]([CH2:11][Br:12])=[CH:7][C:3]=1[C:4](O)=[O:5].CO, predict the reaction product. The product is: [Br:1][C:2]1[CH:10]=[CH:9][C:8]([CH2:11][Br:12])=[CH:7][C:3]=1[CH2:4][OH:5]. (5) Given the reactants CS(O[CH2:6][CH2:7][C@@:8]1([C:31]2[CH:36]=[CH:35][C:34]([F:37])=[CH:33][CH:32]=2)[O:13][C:12](=[O:14])[N:11]([C@H:15]([C:17]2[CH:22]=[CH:21][C:20]([C:23]3[CH:28]=[CH:27][C:26]([F:29])=[CH:25][C:24]=3[F:30])=[CH:19][CH:18]=2)[CH3:16])[CH2:10][CH2:9]1)(=O)=O.[NH:38]1[CH:42]=[CH:41][N:40]=[CH:39]1.C([O-])([O-])=O.[K+].[K+], predict the reaction product. The product is: [F:30][C:24]1[CH:25]=[C:26]([F:29])[CH:27]=[CH:28][C:23]=1[C:20]1[CH:21]=[CH:22][C:17]([C@@H:15]([N:11]2[CH2:10][CH2:9][C@@:8]([C:31]3[CH:32]=[CH:33][C:34]([F:37])=[CH:35][CH:36]=3)([CH2:7][CH2:6][N:38]3[CH:42]=[CH:41][N:40]=[CH:39]3)[O:13][C:12]2=[O:14])[CH3:16])=[CH:18][CH:19]=1.